Dataset: Forward reaction prediction with 1.9M reactions from USPTO patents (1976-2016). Task: Predict the product of the given reaction. (1) Given the reactants [F:1][C:2]1[CH:9]=[C:8]([O:10][CH2:11][CH2:12][O:13][CH3:14])[C:7]([O:15][CH3:16])=[CH:6][C:3]=1[CH:4]=[O:5].[OH-].[K+].[O-:19][Mn](=O)(=O)=O.[K+], predict the reaction product. The product is: [F:1][C:2]1[CH:9]=[C:8]([O:10][CH2:11][CH2:12][O:13][CH3:14])[C:7]([O:15][CH3:16])=[CH:6][C:3]=1[C:4]([OH:19])=[O:5]. (2) Given the reactants [Cl:1][C:2]1[N:6]2[CH:7]=[C:8]([F:11])[CH:9]=[CH:10][C:5]2=[N:4][C:3]=1[CH2:12][C@@H:13]1[CH2:18][CH2:17][CH2:16][CH2:15][N:14]1C(OC(C)(C)C)=O.C(O)(C(F)(F)F)=O, predict the reaction product. The product is: [Cl:1][C:2]1[N:6]2[CH:7]=[C:8]([F:11])[CH:9]=[CH:10][C:5]2=[N:4][C:3]=1[CH2:12][C@@H:13]1[CH2:18][CH2:17][CH2:16][CH2:15][NH:14]1. (3) Given the reactants CO[C:3](=[O:12])[C:4]1[CH:9]=[CH:8][CH:7]=[CH:6][C:5]=1[CH2:10]Br.[C:13]1([S:19][C:20]2[CH:27]=[CH:26][C:23]([CH2:24][NH2:25])=[CH:22][CH:21]=2)[CH:18]=[CH:17][CH:16]=[CH:15][CH:14]=1.C([O-])([O-])=O.[K+].[K+].C(OCC)(=O)C, predict the reaction product. The product is: [C:13]1([S:19][C:20]2[CH:27]=[CH:26][C:23]([CH2:24][N:25]3[CH2:10][C:5]4[C:4](=[CH:9][CH:8]=[CH:7][CH:6]=4)[C:3]3=[O:12])=[CH:22][CH:21]=2)[CH:14]=[CH:15][CH:16]=[CH:17][CH:18]=1. (4) Given the reactants [Cl:1][C:2]1[CH:19]=[CH:18][C:5]([CH2:6][N:7]2[CH2:12][CH2:11][CH:10]([NH:13][CH2:14][CH2:15][CH2:16][OH:17])[CH2:9][CH2:8]2)=[CH:4][CH:3]=1.CCN(CC)CC.[C:27](O[C:27]([O:29][C:30]([CH3:33])([CH3:32])[CH3:31])=[O:28])([O:29][C:30]([CH3:33])([CH3:32])[CH3:31])=[O:28], predict the reaction product. The product is: [Cl:1][C:2]1[CH:19]=[CH:18][C:5]([CH2:6][N:7]2[CH2:8][CH2:9][CH:10]([N:13]([CH2:14][CH2:15][CH2:16][OH:17])[C:27](=[O:28])[O:29][C:30]([CH3:33])([CH3:32])[CH3:31])[CH2:11][CH2:12]2)=[CH:4][CH:3]=1. (5) Given the reactants [CH:1](=O)[C:2]1[CH:7]=[CH:6][CH:5]=[CH:4][CH:3]=1.[CH2:9]([NH2:16])[C:10]1[CH:15]=[CH:14][CH:13]=[CH:12][CH:11]=1.C(O)=O, predict the reaction product. The product is: [CH2:1]([NH:16][CH2:9][C:10]1[CH:15]=[CH:14][CH:13]=[CH:12][CH:11]=1)[C:2]1[CH:7]=[CH:6][CH:5]=[CH:4][CH:3]=1. (6) The product is: [CH3:6][CH2:5][CH2:4][CH:3]([CH3:8])[CH3:2].[CH2:1]([O:9][CH:10]([O:19][CH2:15][CH3:16])[CH2:25][N:22]([C:21]1[CH:7]=[CH:8][CH:3]=[CH:4][CH:5]=1)[C:12](=[O:14])[CH2:11][CH2:10][O:9][CH2:1][CH2:2][C:3]1[CH:4]=[CH:5][CH:6]=[CH:7][CH:8]=1)[CH3:2]. Given the reactants [CH2:1]([O:9][CH2:10][CH2:11][C:12]([OH:14])=O)[CH2:2][C:3]1[CH:8]=[CH:7][CH:6]=[CH:5][CH:4]=1.[C:15](Cl)(=[O:19])[C:16](Cl)=O.[CH3:21][N:22]([CH3:25])C=O, predict the reaction product.